Dataset: Peptide-MHC class I binding affinity with 185,985 pairs from IEDB/IMGT. Task: Regression. Given a peptide amino acid sequence and an MHC pseudo amino acid sequence, predict their binding affinity value. This is MHC class I binding data. (1) The peptide sequence is AEMGKFKYSF. The MHC is Mamu-A11 with pseudo-sequence Mamu-A11. The binding affinity (normalized) is 0.616. (2) The peptide sequence is RPAFPAGTF. The MHC is HLA-B58:01 with pseudo-sequence HLA-B58:01. The binding affinity (normalized) is 0.0847.